From a dataset of Catalyst prediction with 721,799 reactions and 888 catalyst types from USPTO. Predict which catalyst facilitates the given reaction. (1) Reactant: [OH:1][CH2:2][C@H:3]1[O:11][C@H:10]2[C@H:6]([N:7]=[C:8]([NH:12][CH3:13])[S:9]2)[C@@H:5]([OH:14])[C@@H:4]1[OH:15].[CH3:28][C:27]([O:26][C:24](O[C:24]([O:26][C:27]([CH3:30])([CH3:29])[CH3:28])=[O:25])=[O:25])([CH3:30])[CH3:29].C(N(CC)CC)C. Product: [OH:15][C@@H:4]1[C@@H:3]([CH2:2][OH:1])[O:11][C@H:10]2[C@H:6]([N:7]=[C:8]([N:12]([CH3:13])[C:24](=[O:25])[O:26][C:27]([CH3:28])([CH3:29])[CH3:30])[S:9]2)[C@H:5]1[OH:14]. The catalyst class is: 5. (2) The catalyst class is: 1. Product: [CH2:1]([C:8]1[CH:9]=[CH:10][C:11]2[O:15][C:14]([C:16]3[CH:23]=[CH:22][C:19]([CH:20]([OH:21])[CH3:26])=[CH:18][C:17]=3[F:24])=[CH:13][C:12]=2[CH:25]=1)[C:2]1[CH:7]=[CH:6][CH:5]=[CH:4][CH:3]=1. Reactant: [CH2:1]([C:8]1[CH:9]=[CH:10][C:11]2[O:15][C:14]([C:16]3[CH:23]=[CH:22][C:19]([CH:20]=[O:21])=[CH:18][C:17]=3[F:24])=[CH:13][C:12]=2[CH:25]=1)[C:2]1[CH:7]=[CH:6][CH:5]=[CH:4][CH:3]=1.[CH3:26][Mg]Br.[NH4+].[Cl-]. (3) Reactant: Br[C:2]1[CH:3]=[CH:4][C:5]2[N:6]([CH:8]=[C:9]([C:11]3[CH:16]=[CH:15][C:14]([Cl:17])=[CH:13][CH:12]=3)[N:10]=2)[CH:7]=1.[C:18]([C:21]1[CH:22]=[C:23](B(O)O)[CH:24]=[CH:25][CH:26]=1)(=[O:20])[CH3:19].C(=O)([O-])[O-].[Na+].[Na+].C(#N)C. Product: [Cl:17][C:14]1[CH:15]=[CH:16][C:11]([C:9]2[N:10]=[C:5]3[CH:4]=[CH:3][C:2]([C:25]4[CH:26]=[C:21]([C:18](=[O:20])[CH3:19])[CH:22]=[CH:23][CH:24]=4)=[CH:7][N:6]3[CH:8]=2)=[CH:12][CH:13]=1. The catalyst class is: 206. (4) Reactant: [F:1][C:2]1[CH:7]=[CH:6][C:5]([C:8]2([C:22]3[CH:27]=[CH:26][C:25]([F:28])=[CH:24][CH:23]=3)[CH2:12][CH2:11][N:10]([CH2:13][CH2:14][N:15]3[CH2:20][CH2:19][NH:18][CH2:17][CH2:16]3)[C:9]2=[O:21])=[CH:4][CH:3]=1.[CH3:29][O:30][C:31]1[CH:32]=[C:33]([CH:36]=[C:37]([O:39][CH3:40])[CH:38]=1)[CH:34]=O.C(O)(=O)C. Product: [CH3:40][O:39][C:37]1[CH:36]=[C:33]([CH:32]=[C:31]([O:30][CH3:29])[CH:38]=1)[CH2:34][N:18]1[CH2:19][CH2:20][N:15]([CH2:14][CH2:13][N:10]2[CH2:11][CH2:12][C:8]([C:5]3[CH:6]=[CH:7][C:2]([F:1])=[CH:3][CH:4]=3)([C:22]3[CH:23]=[CH:24][C:25]([F:28])=[CH:26][CH:27]=3)[C:9]2=[O:21])[CH2:16][CH2:17]1. The catalyst class is: 138. (5) Product: [ClH:17].[ClH:17].[NH2:14][C:2]([CH3:13])([CH3:1])[CH2:3][N:4]1[CH2:9][CH2:8][N:7]([C:10](=[O:12])[CH3:11])[CH2:6][CH2:5]1. The catalyst class is: 24. Reactant: [CH3:1][C:2]([N+:14]([O-])=O)([CH3:13])[CH2:3][N:4]1[CH2:9][CH2:8][N:7]([C:10](=[O:12])[CH3:11])[CH2:6][CH2:5]1.[ClH:17]. (6) Reactant: [Li]C[CH2:3][CH2:4][CH3:5].[CH3:6]CCCCC.Br[C:13]1[CH:18]=[C:17]([C:19]([F:22])([F:21])[F:20])[C:16]([Cl:23])=[CH:15][C:14]=1[N:24]([C:32]([O:34][C:35]([CH3:38])([CH3:37])[CH3:36])=[O:33])C(=O)OC(C)(C)C.[Cl-].[NH4+].[C:41]([O:44]CC)(=[O:43])C. Product: [Cl:23][C:16]1[C:17]([C:19]([F:20])([F:22])[F:21])=[CH:18][C:13]([C:41]([O:44][C:4]([CH3:3])([CH3:5])[CH3:6])=[O:43])=[C:14]([NH:24][C:32]([O:34][C:35]([CH3:36])([CH3:37])[CH3:38])=[O:33])[CH:15]=1. The catalyst class is: 1. (7) Reactant: C(=O)([O-])[O-].[Cs+].[Cs+].[CH2:7]([O:9][C:10](=[O:28])[C:11]([CH3:27])([O:20][C:21]1[CH:26]=[CH:25][CH:24]=[CH:23][CH:22]=1)[CH2:12][C:13]1[CH:18]=[CH:17][C:16]([OH:19])=[CH:15][CH:14]=1)[CH3:8].[CH3:29][O:30][C:31]1[CH:67]=[CH:66][C:34]([CH2:35][N:36]2[CH:40]([CH2:41][CH2:42]OS(C3C=CC(C)=CC=3)(=O)=O)[CH2:39][N:38]([CH2:54][C:55]3[CH:60]=[CH:59][C:58]([C:61]([F:64])([F:63])[F:62])=[CH:57][CH:56]=3)[C:37]2=[O:65])=[CH:33][CH:32]=1. Product: [CH2:7]([O:9][C:10](=[O:28])[C:11]([CH3:27])([O:20][C:21]1[CH:26]=[CH:25][CH:24]=[CH:23][CH:22]=1)[CH2:12][C:13]1[CH:18]=[CH:17][C:16]([O:19][CH2:42][CH2:41][CH:40]2[CH2:39][N:38]([CH2:54][C:55]3[CH:56]=[CH:57][C:58]([C:61]([F:64])([F:63])[F:62])=[CH:59][CH:60]=3)[C:37](=[O:65])[N:36]2[CH2:35][C:34]2[CH:33]=[CH:32][C:31]([O:30][CH3:29])=[CH:67][CH:66]=2)=[CH:15][CH:14]=1)[CH3:8]. The catalyst class is: 39.